This data is from Catalyst prediction with 721,799 reactions and 888 catalyst types from USPTO. The task is: Predict which catalyst facilitates the given reaction. (1) The catalyst class is: 4. Product: [CH2:11]([O:18][N:19]([CH2:20][C:21]1([C:28]([OH:30])=[O:29])[CH2:27][CH2:26][CH2:25][CH2:24][CH2:23][CH2:22]1)[CH:1]=[O:2])[C:12]1[CH:17]=[CH:16][CH:15]=[CH:14][CH:13]=1. Reactant: [CH:1](O)=[O:2].C(OC(=O)C)(=O)C.[CH2:11]([O:18][NH:19][CH2:20][C:21]1([C:28]([OH:30])=[O:29])[CH2:27][CH2:26][CH2:25][CH2:24][CH2:23][CH2:22]1)[C:12]1[CH:17]=[CH:16][CH:15]=[CH:14][CH:13]=1. (2) Reactant: [K].[Br:2][C:3]1[CH:4]=[CH:5][C:6]([F:14])=[C:7]([C:9]([CH:11]2[CH2:13][CH2:12]2)=O)[CH:8]=1.[C:15]1(C)C=CC=CC=1. Product: [Br:2][C:3]1[CH:4]=[CH:5][C:6]([F:14])=[C:7]([C:9]([CH:11]2[CH2:13][CH2:12]2)=[CH2:15])[CH:8]=1. The catalyst class is: 629. (3) Product: [CH3:1][O:2][C:3]1[N:8]=[CH:7][C:6]([CH2:9][C:10]2[CH:11]=[CH:12][C:13]([NH:16][C:25]([NH:24][C:21]3[CH:22]=[CH:23][C:18]([CH3:17])=[CH:19][CH:20]=3)=[O:26])=[CH:14][CH:15]=2)=[CH:5][CH:4]=1. Reactant: [CH3:1][O:2][C:3]1[N:8]=[CH:7][C:6]([CH2:9][C:10]2[CH:15]=[CH:14][C:13]([NH2:16])=[CH:12][CH:11]=2)=[CH:5][CH:4]=1.[CH3:17][C:18]1[CH:23]=[CH:22][C:21]([N:24]=[C:25]=[O:26])=[CH:20][CH:19]=1. The catalyst class is: 1.